The task is: Regression. Given two drug SMILES strings and cell line genomic features, predict the synergy score measuring deviation from expected non-interaction effect.. This data is from NCI-60 drug combinations with 297,098 pairs across 59 cell lines. (1) Drug 1: CNC(=O)C1=CC=CC=C1SC2=CC3=C(C=C2)C(=NN3)C=CC4=CC=CC=N4. Drug 2: C1=CC(=CC=C1CCCC(=O)O)N(CCCl)CCCl. Cell line: SF-295. Synergy scores: CSS=43.5, Synergy_ZIP=-2.34, Synergy_Bliss=-3.56, Synergy_Loewe=-4.25, Synergy_HSA=-1.71. (2) Drug 1: CC12CCC(CC1=CCC3C2CCC4(C3CC=C4C5=CN=CC=C5)C)O. Drug 2: COC1=C2C(=CC3=C1OC=C3)C=CC(=O)O2. Cell line: CAKI-1. Synergy scores: CSS=-0.642, Synergy_ZIP=-0.666, Synergy_Bliss=-2.40, Synergy_Loewe=-9.80, Synergy_HSA=-4.38. (3) Drug 1: C1CCN(CC1)CCOC2=CC=C(C=C2)C(=O)C3=C(SC4=C3C=CC(=C4)O)C5=CC=C(C=C5)O. Drug 2: CC=C1C(=O)NC(C(=O)OC2CC(=O)NC(C(=O)NC(CSSCCC=C2)C(=O)N1)C(C)C)C(C)C. Cell line: A498. Synergy scores: CSS=10.1, Synergy_ZIP=-3.33, Synergy_Bliss=-0.297, Synergy_Loewe=-13.5, Synergy_HSA=-1.80. (4) Drug 1: C1=NC2=C(N=C(N=C2N1C3C(C(C(O3)CO)O)F)Cl)N. Drug 2: C1CNP(=O)(OC1)N(CCCl)CCCl. Cell line: OVCAR-4. Synergy scores: CSS=-2.78, Synergy_ZIP=0.317, Synergy_Bliss=-0.127, Synergy_Loewe=-3.05, Synergy_HSA=-3.03. (5) Drug 1: C1CC(=O)NC(=O)C1N2CC3=C(C2=O)C=CC=C3N. Drug 2: C1=NNC2=C1C(=O)NC=N2. Cell line: NCIH23. Synergy scores: CSS=26.9, Synergy_ZIP=-6.80, Synergy_Bliss=1.85, Synergy_Loewe=1.78, Synergy_HSA=3.95. (6) Drug 1: CN(C(=O)NC(C=O)C(C(C(CO)O)O)O)N=O. Drug 2: COCCOC1=C(C=C2C(=C1)C(=NC=N2)NC3=CC=CC(=C3)C#C)OCCOC.Cl. Cell line: M14. Synergy scores: CSS=5.78, Synergy_ZIP=-1.44, Synergy_Bliss=-0.628, Synergy_Loewe=0.370, Synergy_HSA=0.385. (7) Drug 1: CN1CCC(CC1)COC2=C(C=C3C(=C2)N=CN=C3NC4=C(C=C(C=C4)Br)F)OC. Drug 2: CN(C(=O)NC(C=O)C(C(C(CO)O)O)O)N=O. Cell line: HCT-15. Synergy scores: CSS=-2.58, Synergy_ZIP=-4.41, Synergy_Bliss=-9.75, Synergy_Loewe=-18.7, Synergy_HSA=-9.47.